This data is from Forward reaction prediction with 1.9M reactions from USPTO patents (1976-2016). The task is: Predict the product of the given reaction. (1) Given the reactants [C:1]([N:4]1[CH2:9][CH2:8][N:7](C(OC(C)(C)C)=O)[CH2:6][CH2:5]1)(=[O:3])[CH3:2].Cl.CCOC(C)=O, predict the reaction product. The product is: [C:1]([N:4]1[CH2:9][CH2:8][NH:7][CH2:6][CH2:5]1)(=[O:3])[CH3:2]. (2) Given the reactants [C:1]1([C:13]([NH:15][CH2:16][CH2:17][CH2:18][CH2:19][CH2:20][C:21]([OH:23])=O)=[O:14])[C:11]2=[C:12]3[C:7](=[CH:8][CH:9]=[CH:10]2)[CH2:6][CH2:5][CH2:4][N:3]3[CH:2]=1.C(OC(Cl)=O)C.C(N(CC)CC)C.Cl.[NH2:38][OH:39].Cl, predict the reaction product. The product is: [OH:39][NH:38][C:21]([CH2:20][CH2:19][CH2:18][CH2:17][CH2:16][NH:15][C:13]([C:1]1[C:11]2=[C:12]3[C:7](=[CH:8][CH:9]=[CH:10]2)[CH2:6][CH2:5][CH2:4][N:3]3[CH:2]=1)=[O:14])=[O:23]. (3) Given the reactants Cl.[CH3:2][O:3][C:4]([C@H:6]1[CH2:11][CH2:10][C@H:9]([NH:12][CH3:13])[CH2:8][CH2:7]1)=[O:5].[CH:14]1[C:19]([O:20][C:21](Cl)=[O:22])=[CH:18][CH:17]=[C:16]([Cl:24])[CH:15]=1, predict the reaction product. The product is: [CH3:2][O:3][C:4]([C@H:6]1[CH2:11][CH2:10][C@H:9]([N:12]([C:21]([O:20][C:19]2[CH:18]=[CH:17][C:16]([Cl:24])=[CH:15][CH:14]=2)=[O:22])[CH3:13])[CH2:8][CH2:7]1)=[O:5]. (4) Given the reactants [C:1]([O:5][C:6]([N:8]1[C:13]2[CH:14]=[CH:15][CH:16]=[CH:17][C:12]=2S[CH:10]=[C:9]1[CH2:18][C:19]([O:21][CH2:22][CH3:23])=[O:20])=[O:7])([CH3:4])([CH3:3])[CH3:2].ClC1C=C(C=CC=1)C(OO)=O.[S:35]([O-:39])([O-])(=[O:37])=S.[Na+].[Na+], predict the reaction product. The product is: [C:1]([O:5][C:6]([N:8]1[C:13]2[CH:14]=[CH:15][CH:16]=[CH:17][C:12]=2[S:35](=[O:39])(=[O:37])[CH:10]=[C:9]1[CH2:18][C:19]([O:21][CH2:22][CH3:23])=[O:20])=[O:7])([CH3:3])([CH3:4])[CH3:2]. (5) Given the reactants FC(F)(F)C1C=C(NC(=O)NC2C=CC(C3SC(CCC(O)=O)=NC=3)=CC=2)C=CC=1.[F:31][C:32]1[CH:37]=[C:36]([F:38])[C:35]([F:39])=[CH:34][C:33]=1[NH:40][C:41](=[O:66])[NH:42][C:43]1[CH:48]=[CH:47][C:46]([C:49]2[S:53][C:52]([CH:54]3[CH2:59][CH2:58][N:57]([CH2:60][C:61]([O:63]CC)=[O:62])[CH2:56][CH2:55]3)=[N:51][CH:50]=2)=[CH:45][CH:44]=1, predict the reaction product. The product is: [F:31][C:32]1[CH:37]=[C:36]([F:38])[C:35]([F:39])=[CH:34][C:33]=1[NH:40][C:41](=[O:66])[NH:42][C:43]1[CH:44]=[CH:45][C:46]([C:49]2[S:53][C:52]([CH:54]3[CH2:59][CH2:58][N:57]([CH2:60][C:61]([OH:63])=[O:62])[CH2:56][CH2:55]3)=[N:51][CH:50]=2)=[CH:47][CH:48]=1. (6) Given the reactants Br[C:2]1[CH:3]=[CH:4][C:5]([N+:9]([O-:11])=[O:10])=[C:6]([OH:8])[CH:7]=1.[C:12]([C:15]1[CH:16]=[C:17](B(O)O)[CH:18]=[CH:19][CH:20]=1)([OH:14])=[O:13].[C:24](C1C=CC(B(O)O)=CC=1)(O)=O, predict the reaction product. The product is: [CH3:24][O:8][C:6]1[C:5]([N+:9]([O-:11])=[O:10])=[CH:4][CH:3]=[CH:2][C:7]=1[C:19]1[CH:18]=[CH:17][CH:16]=[C:15]([C:12]([OH:14])=[O:13])[CH:20]=1.